This data is from Forward reaction prediction with 1.9M reactions from USPTO patents (1976-2016). The task is: Predict the product of the given reaction. (1) Given the reactants [CH3:1][C:2]1[CH:11]=[CH:10][CH:9]=[C:8]2[C:3]=1[C:4](=[O:32])[N:5]([C:26]1[CH:31]=[CH:30][CH:29]=[CH:28][CH:27]=1)[C:6]([CH:12]([NH:16][C:17]1[N:25]=[CH:24][N:23]=[C:22]3[C:18]=1[N:19]=[CH:20][NH:21]3)[CH2:13][C:14]#[CH:15])=[N:7]2.[NH2:33]C1N=C2C(NC=N2)=C(Br)N=1.BrC1N=CN=C2C=1NC=N2, predict the reaction product. The product is: [NH2:33][C:24]1[N:23]=[C:22]2[C:18]([N:19]=[CH:20][NH:21]2)=[C:17]([NH:16][CH:12]([C:6]2[N:5]([C:26]3[CH:31]=[CH:30][CH:29]=[CH:28][CH:27]=3)[C:4](=[O:32])[C:3]3[C:8](=[CH:9][CH:10]=[CH:11][C:2]=3[CH3:1])[N:7]=2)[CH2:13][C:14]#[CH:15])[N:25]=1. (2) Given the reactants [CH3:1][C:2]1[CH:7]=[C:6]([C:8]#[C:9][C:10]2[CH:17]=[CH:16][C:13]([CH:14]=[O:15])=[CH:12][CH:11]=2)[CH:5]=[C:4]([CH3:18])[N:3]=1, predict the reaction product. The product is: [CH3:1][C:2]1[CH:7]=[C:6]([CH2:8][CH2:9][C:10]2[CH:17]=[CH:16][C:13]([CH:14]=[O:15])=[CH:12][CH:11]=2)[CH:5]=[C:4]([CH3:18])[N:3]=1. (3) Given the reactants [C:1]([O:5][C:6]([N:8]1[CH2:13][CH2:12][CH:11]([O:14][C:15]2[CH:20]=[CH:19][CH:18]=[C:17]([NH2:21])[N:16]=2)[CH2:10][CH:9]1[CH3:22])=[O:7])([CH3:4])([CH3:3])[CH3:2].[Cl:23][C:24]1[CH:32]=[C:31]([F:33])[CH:30]=[CH:29][C:25]=1[C:26](Cl)=[O:27].C(N(CC)CC)C.O1CCOCC1, predict the reaction product. The product is: [C:1]([O:5][C:6]([N:8]1[CH2:13][CH2:12][CH:11]([O:14][C:15]2[CH:20]=[CH:19][CH:18]=[C:17]([NH:21][C:26](=[O:27])[C:25]3[CH:29]=[CH:30][C:31]([F:33])=[CH:32][C:24]=3[Cl:23])[N:16]=2)[CH2:10][CH:9]1[CH3:22])=[O:7])([CH3:4])([CH3:2])[CH3:3]. (4) The product is: [O:23]=[C:22]1[N:1]([C:2]2[CH:3]=[C:4]([S:9]([N:12]([CH2:19][CH3:20])[C:13]3[CH:14]=[CH:15][CH:16]=[CH:17][CH:18]=3)(=[O:11])=[O:10])[CH:5]=[CH:6][C:7]=2[CH3:8])[C:26](=[O:27])[C:25]2[C:24](=[CH:33][CH:32]=[CH:31][CH:30]=2)[NH:21]1. Given the reactants [NH2:1][C:2]1[CH:3]=[C:4]([S:9]([N:12]([CH2:19][CH3:20])[C:13]2[CH:18]=[CH:17][CH:16]=[CH:15][CH:14]=2)(=[O:11])=[O:10])[CH:5]=[CH:6][C:7]=1[CH3:8].[N:21]([C:24]1[CH:33]=[CH:32][CH:31]=[CH:30][C:25]=1[C:26](OC)=[O:27])=[C:22]=[O:23], predict the reaction product. (5) Given the reactants [CH3:1][O:2][C:3]1[CH:8]=[CH:7][CH:6]=[CH:5][C:4]=1[C:9]1[N:14]=[CH:13][N:12]=[C:11]([NH:15][C:16]2[CH:17]=[C:18]([CH2:22][S:23]([NH2:26])(=[O:25])=[O:24])[CH:19]=[CH:20][CH:21]=2)[N:10]=1.ClC1N=CN=C(NC2C=C(CS(N)(=O)=O)C=CC=2)N=1.[CH:46](C1C=CC(OC)=C(B(O)O)C=1)=[O:47], predict the reaction product. The product is: [CH:46]([C:6]1[CH:7]=[CH:8][C:3]([O:2][CH3:1])=[C:4]([C:9]2[N:14]=[CH:13][N:12]=[C:11]([NH:15][C:16]3[CH:17]=[C:18]([CH2:22][S:23]([NH2:26])(=[O:25])=[O:24])[CH:19]=[CH:20][CH:21]=3)[N:10]=2)[CH:5]=1)=[O:47].